The task is: Predict which catalyst facilitates the given reaction.. This data is from Catalyst prediction with 721,799 reactions and 888 catalyst types from USPTO. Product: [CH3:1][NH:2][C:5]([C@@H:7]1[O:11][C:10](=[O:12])[N:9]([C:13]2[CH:14]=[C:15]3[C:19](=[CH:20][CH:21]=2)[N:18]([CH:22]2[CH2:23][CH2:24][CH2:25]2)[C:17](=[O:26])[CH2:16]3)[CH2:8]1)=[O:4]. Reactant: [CH3:1][NH2:2].C[O:4][C:5]([C@@H:7]1[O:11][C:10](=[O:12])[N:9]([C:13]2[CH:14]=[C:15]3[C:19](=[CH:20][CH:21]=2)[N:18]([CH:22]2[CH2:25][CH2:24][CH2:23]2)[C:17](=[O:26])[CH2:16]3)[CH2:8]1)=O. The catalyst class is: 5.